This data is from TCR-epitope binding with 47,182 pairs between 192 epitopes and 23,139 TCRs. The task is: Binary Classification. Given a T-cell receptor sequence (or CDR3 region) and an epitope sequence, predict whether binding occurs between them. (1) The epitope is YLQPRTFLL. The TCR CDR3 sequence is CASSDGNTGELFF. Result: 1 (the TCR binds to the epitope). (2) The epitope is YFPLQSYGF. The TCR CDR3 sequence is CASSSDGMGQPQHF. Result: 0 (the TCR does not bind to the epitope). (3) The epitope is KEIDRLNEV. The TCR CDR3 sequence is CASSPGQGAGQPQHF. Result: 0 (the TCR does not bind to the epitope). (4) The epitope is CTELKLSDY. The TCR CDR3 sequence is CAISVGVDEQFF. Result: 1 (the TCR binds to the epitope). (5) The epitope is AMFWSVPTV. The TCR CDR3 sequence is CASSTRQNTEAFF. Result: 0 (the TCR does not bind to the epitope). (6) The epitope is LLWNGPMAV. The TCR CDR3 sequence is CASSLGAYNSPLHF. Result: 1 (the TCR binds to the epitope). (7) The epitope is PKYVKQNTLKLAT. The TCR CDR3 sequence is CASSLGNGNTIYF. Result: 1 (the TCR binds to the epitope).